This data is from Forward reaction prediction with 1.9M reactions from USPTO patents (1976-2016). The task is: Predict the product of the given reaction. (1) Given the reactants CON(C)[C:4]([C:6]1[N:7]=[CH:8][N:9]([C:11]2[CH:16]=[CH:15][CH:14]=[C:13]([C:17]3[C:18]([F:23])=[N:19][CH:20]=[CH:21][CH:22]=3)[CH:12]=2)[CH:10]=1)=[O:5].Br[C:26]1[CH:31]=[CH:30][C:29]([F:32])=[CH:28][CH:27]=1, predict the reaction product. The product is: [F:32][C:29]1[CH:30]=[CH:31][C:26]([C:4]([C:6]2[N:7]=[CH:8][N:9]([C:11]3[CH:16]=[CH:15][CH:14]=[C:13]([C:17]4[C:18]([F:23])=[N:19][CH:20]=[CH:21][CH:22]=4)[CH:12]=3)[CH:10]=2)=[O:5])=[CH:27][CH:28]=1. (2) The product is: [C:1]([O:5][C:6](=[O:31])[NH:7][C:8]1[CH:21]=[CH:20][C:19]2[S:18][C:17]3[C:12](=[CH:13][CH:14]=[CH:15][C:16]=3[C:39]3[CH:44]=[C:43]([N:45]4[CH2:50][CH2:49][O:48][CH2:47][CH2:46]4)[CH:42]=[C:41]([O:51][CH2:52][C:53]4[CH:58]=[CH:57][C:56]([O:59][CH3:60])=[CH:55][CH:54]=4)[N:40]=3)[S:11][C:10]=2[CH:9]=1)([CH3:4])([CH3:2])[CH3:3]. Given the reactants [C:1]([O:5][C:6](=[O:31])[NH:7][C:8]1[CH:21]=[CH:20][C:19]2[S:18][C:17]3[C:12](=[CH:13][CH:14]=[CH:15][C:16]=3B3OC(C)(C)C(C)(C)O3)[S:11][C:10]=2[CH:9]=1)([CH3:4])([CH3:3])[CH3:2].C(=O)([O-])[O-].[Na+].[Na+].Cl[C:39]1[CH:44]=[C:43]([N:45]2[CH2:50][CH2:49][O:48][CH2:47][CH2:46]2)[CH:42]=[C:41]([O:51][CH2:52][C:53]2[CH:58]=[CH:57][C:56]([O:59][CH3:60])=[CH:55][CH:54]=2)[N:40]=1.COCCOC, predict the reaction product. (3) Given the reactants C(O)=[O:2].OO.[C:6]12(C)[C:12](C)(C)[CH:9]([CH:10]=[CH:11]1)[CH2:8][CH:7]2[S:15]([O-:18])(=[O:17])=[O:16].[NH+]1C=CC=CC=1.S([O-])([O-])=O.[Na+].[Na+].C(=O)([O-])O.[Na+], predict the reaction product. The product is: [OH:2][CH:10]1[CH:11]2[CH:6]3[CH:7]([CH2:8][CH:9]1[CH2:12]3)[S:15](=[O:18])(=[O:17])[O:16]2. (4) The product is: [CH2:1]([O:8][C:9]1[C:14]([CH3:15])=[CH:13][C:12]([C:16]2[NH:25][C:24](=[O:26])[C:23]3[C:18](=[CH:19][C:20]([O:36][CH3:35])=[CH:21][C:22]=3[O:27][CH2:28][CH2:29][N:30]([CH3:32])[CH3:31])[N:17]=2)=[CH:11][C:10]=1[CH3:34])[C:2]1[CH:7]=[CH:6][CH:5]=[CH:4][CH:3]=1. Given the reactants [CH2:1]([O:8][C:9]1[C:14]([CH3:15])=[CH:13][C:12]([C:16]2[NH:25][C:24](=[O:26])[C:23]3[C:18](=[CH:19][C:20](F)=[CH:21][C:22]=3[O:27][CH2:28][CH2:29][N:30]([CH3:32])[CH3:31])[N:17]=2)=[CH:11][C:10]=1[CH3:34])[C:2]1[CH:7]=[CH:6][CH:5]=[CH:4][CH:3]=1.[CH3:35][O-:36].[Na+].CO, predict the reaction product. (5) Given the reactants [F:1][C:2]([F:20])([F:19])[O:3][C:4]1[CH:18]=[CH:17][C:7]([O:8][C:9]2[CH:10]=[C:11]([CH:14]=[CH:15][CH:16]=2)[C:12]#[N:13])=[CH:6][CH:5]=1.C1COCC1.[H-].[Al+3].[Li+].[H-].[H-].[H-].[OH-].[Na+], predict the reaction product. The product is: [F:1][C:2]([F:19])([F:20])[O:3][C:4]1[CH:18]=[CH:17][C:7]([O:8][C:9]2[CH:10]=[C:11]([CH:14]=[CH:15][CH:16]=2)[CH2:12][NH2:13])=[CH:6][CH:5]=1.